Dataset: Full USPTO retrosynthesis dataset with 1.9M reactions from patents (1976-2016). Task: Predict the reactants needed to synthesize the given product. (1) Given the product [CH3:1][C:2]1([CH3:14])[O:6][CH:5]([C:7]2[N:12]=[CH:11][C:10]([NH:13][C:22](=[O:23])[O:24][C:25]3[CH:30]=[CH:29][CH:28]=[CH:27][CH:26]=3)=[CH:9][CH:8]=2)[CH2:4][O:3]1, predict the reactants needed to synthesize it. The reactants are: [CH3:1][C:2]1([CH3:14])[O:6][CH:5]([C:7]2[N:12]=[CH:11][C:10]([NH2:13])=[CH:9][CH:8]=2)[CH2:4][O:3]1.N1C=CC=CC=1.Cl[C:22]([O:24][C:25]1[CH:30]=[CH:29][CH:28]=[CH:27][CH:26]=1)=[O:23]. (2) Given the product [Cl:17][C:15]1[CH:16]=[C:11]([C:4]2([C:19]3[CH:24]=[CH:23][CH:22]=[C:21]([O:25][CH3:26])[CH:20]=3)[C:5]3[C:10](=[CH:9][CH:8]=[CH:7][CH:6]=3)[C:2]([NH2:1])=[N:3]2)[CH:12]=[C:13]([Cl:18])[N:14]=1, predict the reactants needed to synthesize it. The reactants are: [NH2:1][C:2]1[C:10]2[C:5](=[CH:6][CH:7]=[CH:8][CH:9]=2)[C:4]([C:19]2[CH:20]=[C:21]([OH:25])[CH:22]=[CH:23][CH:24]=2)([C:11]2[CH:16]=[C:15]([Cl:17])[N:14]=[C:13]([Cl:18])[CH:12]=2)[N:3]=1.[CH3:26]OC1C=C([Mg]Br)C=CC=1.Cl.C(=O)([O-])O.[Na+]. (3) Given the product [Br:1][C:2]1[CH:14]=[CH:13][C:12]2[C:11]3[C:6](=[CH:7][C:8]([Br:15])=[CH:9][CH:10]=3)[N:5]([CH2:17][C:18]([O:20][CH2:21][CH3:22])=[O:19])[C:4]=2[CH:3]=1, predict the reactants needed to synthesize it. The reactants are: [Br:1][C:2]1[CH:14]=[CH:13][C:12]2[C:11]3[C:6](=[CH:7][C:8]([Br:15])=[CH:9][CH:10]=3)[NH:5][C:4]=2[CH:3]=1.I[CH2:17][C:18]([O:20][CH2:21][CH3:22])=[O:19].C([O-])([O-])=O.[Cs+].[Cs+].CCCCCCC. (4) Given the product [N:45]1([CH:18]2[CH2:17][CH2:16][N:15]([C:13]3[N:14]=[C:9]([N:3]4[CH2:2][CH:1]5[O:8][CH:5]([CH2:6][CH2:7]5)[CH2:4]4)[N:10]=[C:11]([C:22]4[CH:23]=[CH:24][C:25]([NH:28][C:29]([NH:31][C:32]5[CH:37]=[CH:36][N:35]=[CH:34][CH:33]=5)=[O:30])=[CH:26][CH:27]=4)[N:12]=3)[CH2:20][CH2:19]2)[CH2:40][CH2:38][O:44][CH2:47][CH2:46]1, predict the reactants needed to synthesize it. The reactants are: [CH:1]12[O:8][CH:5]([CH2:6][CH2:7]1)[CH2:4][N:3]([C:9]1[N:14]=[C:13]([N:15]3[CH2:20][CH2:19][C:18](=O)[CH2:17][CH2:16]3)[N:12]=[C:11]([C:22]3[CH:27]=[CH:26][C:25]([NH:28][C:29]([NH:31][C:32]4[CH:37]=[CH:36][N:35]=[CH:34][CH:33]=4)=[O:30])=[CH:24][CH:23]=3)[N:10]=1)[CH2:2]2.[C:38]([OH:44])([C:40](F)(F)F)=O.[NH2:45][CH2:46][CH2:47]N1CCCC1. (5) Given the product [C:34]([O:32][CH2:31][C@H:7]1[CH2:6][C@@H:5]([O:4][C:1](=[O:3])[CH3:2])[CH2:10][CH2:9][C@@:8]1([C@H:12]1[CH2:20][CH2:19][C@@:18]2([CH3:21])[C@@H:14]([CH2:15][CH2:16][C@@:17]2([OH:28])[C:22]2[CH:27]=[CH:26][CH:25]=[CH:24][N:23]=2)[C@@H:13]1[CH2:29][OH:30])[CH3:11])(=[O:35])[CH3:33], predict the reactants needed to synthesize it. The reactants are: [C:1]([O:4][C@H:5]1[CH2:10][CH2:9][C@@:8]([C@H:12]2[CH2:20][CH2:19][C@@:18]3([CH3:21])[C@@H:14]([CH2:15][CH2:16][C@@:17]3([OH:28])[C:22]3[CH:27]=[CH:26][CH:25]=[CH:24][N:23]=3)[C@@H:13]2[CH2:29][OH:30])([CH3:11])[C@@H:7]([CH2:31][OH:32])[CH2:6]1)(=[O:3])[CH3:2].[CH3:33][C:34](OC(C)=O)=[O:35]. (6) Given the product [C:1]([O:5][C:6](=[O:22])[NH:7][C:8]1[CH:13]=[C:12]([CH3:23])[C:11]([C:15]([F:18])([F:17])[F:16])=[CH:10][C:9]=1[N+:19]([O-:21])=[O:20])([CH3:4])([CH3:3])[CH3:2], predict the reactants needed to synthesize it. The reactants are: [C:1]([O:5][C:6](=[O:22])[NH:7][C:8]1[CH:13]=[C:12](Cl)[C:11]([C:15]([F:18])([F:17])[F:16])=[CH:10][C:9]=1[N+:19]([O-:21])=[O:20])([CH3:4])([CH3:3])[CH3:2].[C:23](=O)([O-])[O-].[K+].[K+].CB1OB(C)OB(C)O1.